From a dataset of Reaction yield outcomes from USPTO patents with 853,638 reactions. Predict the reaction yield, written as a fraction of the theoretical maximum amount of product (1.0 means a 100% yield; for example, 0.34 means a 34% yield). (1) The reactants are O=[C:2]([CH2:9][CH3:10])[CH2:3][C:4]([O:6][CH2:7][CH3:8])=[O:5].[NH:11]1[CH2:15][CH2:14][CH2:13][CH2:12]1.O. The catalyst is C1C=CC=CC=1. The product is [N:11]1([C:2]([CH2:9][CH3:10])=[CH:3][C:4]([O:6][CH2:7][CH3:8])=[O:5])[CH2:15][CH2:14][CH2:13][CH2:12]1. The yield is 0.980. (2) The reactants are Cl.[CH3:2][N:3]([CH2:5][C:6](Cl)=[O:7])[CH3:4].Cl.[Cl:10][C:11]1[C:12]([F:37])=[C:13]([CH:34]=[CH:35][CH:36]=1)[NH:14][C:15]1[C:24]2[C:19](=[CH:20][C:21]([O:32][CH3:33])=[C:22]([O:25][C@H:26]3[CH2:31][CH2:30][CH2:29][NH:28][CH2:27]3)[CH:23]=2)[N:18]=[CH:17][N:16]=1.C(N(C(C)C)CC)(C)C. The catalyst is C(Cl)Cl. The product is [Cl:10][C:11]1[C:12]([F:37])=[C:13]([CH:34]=[CH:35][CH:36]=1)[NH:14][C:15]1[C:24]2[C:19](=[CH:20][C:21]([O:32][CH3:33])=[C:22]([O:25][C@H:26]3[CH2:31][CH2:30][CH2:29][N:28]([C:6](=[O:7])[CH2:5][N:3]([CH3:4])[CH3:2])[CH2:27]3)[CH:23]=2)[N:18]=[CH:17][N:16]=1. The yield is 0.780. (3) The catalyst is C(Cl)Cl. The reactants are NCC1C=CC=CC=1COC1N=CN(CC2C=CC=CC=2)C(=O)C=1CC.[CH2:27]([N:34]1[C:39](=[O:40])[C:38]([CH2:41][CH3:42])=[C:37]([O:43][CH2:44][C:45]2[CH:71]=[CH:70][CH:69]=[CH:68][C:46]=2[CH2:47][NH:48][C:49]([NH:51][C:52]2[N:56]([C:57]3[CH:62]=[CH:61][C:60](C)=[CH:59][CH:58]=3)[N:55]=[C:54]([C:64]([CH3:67])([CH3:66])[CH3:65])[CH:53]=2)=[O:50])[N:36]=[CH:35]1)[C:28]1[CH:33]=[CH:32][CH:31]=[CH:30][CH:29]=1.C(N(CC)CC)C.C(C1C=C(NC(=O)OC2C=CC([N+]([O-])=O)=CC=2)N(C2C=CC=CC=2)N=1)(C)(C)C.C(N1C(C)=CC(OCC2C=CC=CC=2CNC(NC2N(C3C=CC=CC=3)N=C(C(C)(C)C)C=2)=O)=C(Br)C1=O)C1C=CC=CC=1. The yield is 0.670. The product is [CH2:27]([N:34]1[C:39](=[O:40])[C:38]([CH2:41][CH3:42])=[C:37]([O:43][CH2:44][C:45]2[CH:71]=[CH:70][CH:69]=[CH:68][C:46]=2[CH2:47][NH:48][C:49]([NH:51][C:52]2[N:56]([C:57]3[CH:58]=[CH:59][CH:60]=[CH:61][CH:62]=3)[N:55]=[C:54]([C:64]([CH3:67])([CH3:66])[CH3:65])[CH:53]=2)=[O:50])[N:36]=[CH:35]1)[C:28]1[CH:33]=[CH:32][CH:31]=[CH:30][CH:29]=1. (4) The reactants are [Br:1][C:2]1[CH:20]=[CH:19][C:5]([O:6][CH2:7][CH:8]2[CH2:13][CH2:12][N:11]([CH2:14][C:15]([CH3:18])(O)[CH3:16])[CH2:10][CH2:9]2)=[CH:4][CH:3]=1.CCN(S(F)(F)[F:27])CC.C([O-])(O)=O.[Na+]. The catalyst is C(Cl)Cl. The product is [Br:1][C:2]1[CH:20]=[CH:19][C:5]([O:6][CH2:7][CH:8]2[CH2:13][CH2:12][N:11]([CH2:14][C:15]([F:27])([CH3:18])[CH3:16])[CH2:10][CH2:9]2)=[CH:4][CH:3]=1. The yield is 0.700. (5) The reactants are [C:1]([O:5][C:6]([NH:8][C@H:9]1[CH2:14][O:13][C@H:12]([C:15]([OH:17])=O)[CH2:11][CH2:10]1)=[O:7])([CH3:4])([CH3:3])[CH3:2].C[N:19]1CCOCC1.F[P-](F)(F)(F)(F)F.N1(OC(N(C)C)=[N+](C)C)C2N=CC=CC=2N=N1.[Cl-].[NH4+]. The catalyst is CN(C=O)C. The product is [NH2:19][C:15]([C@H:12]1[O:13][CH2:14][C@H:9]([NH:8][C:6](=[O:7])[O:5][C:1]([CH3:4])([CH3:3])[CH3:2])[CH2:10][CH2:11]1)=[O:17]. The yield is 0.840. (6) The reactants are [Cl:1][C:2]1[C:3]([NH:27][C@@H:28]2[CH2:33][CH2:32][CH2:31][CH2:30][C@H:29]2[NH:34][S:35]([CH3:38])(=[O:37])=[O:36])=N[C:5]([NH:8][C:9]2[CH:10]=[CH:11][C:12]3[CH2:18][N:17]([CH2:19][CH2:20]OC(=O)C)[CH2:16][CH2:15][N:14]([CH3:25])[C:13]=3[CH:26]=2)=[N:6][CH:7]=1.O1[CH2:44][CH2:43]OCC1.[Li+].[OH-:46].[NH3:47]. The catalyst is CO.ClCCl. The product is [Cl:1][C:2]1[C:3]([NH:27][C@@H:28]2[CH2:33][CH2:32][CH2:31][CH2:30][C@H:29]2[NH:34][S:35]([CH3:38])(=[O:37])=[O:36])=[N:47][C:5]([N:8]([C:9]2[CH:10]=[CH:11][C:12]3[CH2:18][N:17]([CH2:19][CH2:20][OH:46])[CH2:16][CH2:15][N:14]([CH3:25])[C:13]=3[CH:26]=2)[C:44]2[CH:43]=[CH:13][CH:26]=[CH:9][CH:10]=2)=[N:6][CH:7]=1. The yield is 0.210. (7) The product is [O:1]([C:8]1[CH:9]=[N:10][C:11]2[C:16]([C:17]=1[C:27]1[CH:32]=[CH:31][CH:30]=[CH:29][CH:28]=1)=[CH:15][CH:14]=[CH:13][C:12]=2[C:19]([F:22])([F:21])[F:20])[C:2]1[CH:7]=[CH:6][CH:5]=[CH:4][CH:3]=1. The yield is 0.350. The catalyst is CN(C=O)C.[Cu]. The reactants are [O:1]([C:8]1[CH:9]=[N:10][C:11]2[C:16]([C:17]=1O)=[CH:15][CH:14]=[CH:13][C:12]=2[C:19]([F:22])([F:21])[F:20])[C:2]1[CH:7]=[CH:6][CH:5]=[CH:4][CH:3]=1.BrC1C=N[C:27]2[C:32](C=1O)=[CH:31][CH:30]=[CH:29][C:28]=2C(F)(F)F.[O-]C1C=CC=CC=1.[K+].Cl.